From a dataset of Catalyst prediction with 721,799 reactions and 888 catalyst types from USPTO. Predict which catalyst facilitates the given reaction. (1) Reactant: [C:1]([O:5][NH:6][C:7]([C:9]1[N:10]=[CH:11][C:12]2[C:17]([CH:18]=1)=[CH:16][CH:15]=[CH:14][CH:13]=2)=[O:8])([CH3:4])([CH3:3])[CH3:2].C(=O)([O-])[O-].[K+].[K+].Br[CH2:26][CH2:27][C:28]1[CH:33]=[CH:32][CH:31]=[CH:30][CH:29]=1. Product: [C:1]([O:5][N:6]([CH2:26][CH2:27][C:28]1[CH:33]=[CH:32][CH:31]=[CH:30][CH:29]=1)[C:7]([C:9]1[N:10]=[CH:11][C:12]2[C:17]([CH:18]=1)=[CH:16][CH:15]=[CH:14][CH:13]=2)=[O:8])([CH3:4])([CH3:2])[CH3:3]. The catalyst class is: 9. (2) Reactant: C[Si](C)(C)N[Si](C)(C)C.[Li].CCOCC.[O:16]=[C:17]1[CH2:21][CH2:20][N:19]([C:22]([O:24][C:25]([CH3:28])([CH3:27])[CH3:26])=[O:23])[CH2:18]1.[F:29][C:30]([F:50])([F:49])[S:31](N(C1C=CC(Cl)=CN=1)[S:31]([C:30]([F:50])([F:49])[F:29])(=[O:33])=[O:32])(=[O:33])=[O:32]. Product: [F:29][C:30]([F:50])([F:49])[S:31]([O:16][C:17]1[CH2:18][N:19]([C:22]([O:24][C:25]([CH3:28])([CH3:27])[CH3:26])=[O:23])[CH2:20][CH:21]=1)(=[O:33])=[O:32]. The catalyst class is: 1. (3) Reactant: [Cl:1][C:2]1[CH:3]=[C:4]([CH:9]([CH2:14][CH:15]=[CH2:16])[C:10]([O:12]C)=[O:11])[CH:5]=[CH:6][C:7]=1[Cl:8].O.[OH-].[Li+].Cl. Product: [Cl:1][C:2]1[CH:3]=[C:4]([CH:9]([CH2:14][CH:15]=[CH2:16])[C:10]([OH:12])=[O:11])[CH:5]=[CH:6][C:7]=1[Cl:8]. The catalyst class is: 30. (4) Reactant: O.O.[Sn](Cl)Cl.[CH2:6]([N:13]1[CH:22]=[CH:21][C:20]2[C:15](=[CH:16][CH:17]=[CH:18][C:19]=2[N+:23]([O-])=O)[C:14]1=[O:26])[C:7]1[CH:12]=[CH:11][CH:10]=[CH:9][CH:8]=1.C(=O)(O)[O-].[Na+]. Product: [NH2:23][C:19]1[CH:18]=[CH:17][CH:16]=[C:15]2[C:20]=1[CH:21]=[CH:22][N:13]([CH2:6][C:7]1[CH:12]=[CH:11][CH:10]=[CH:9][CH:8]=1)[C:14]2=[O:26]. The catalyst class is: 40. (5) Reactant: C([N:8]1[CH2:13][CH2:12][O:11][CH:10]([C:14]2[CH:19]=[CH:18][C:17]([CH2:20][O:21][C:22]3[C:27]([Cl:28])=[CH:26][CH:25]=[CH:24][C:23]=3[Cl:29])=[CH:16][CH:15]=2)[CH2:9]1)C1C=CC=CC=1.ClC(OC(Cl)C)=O. Product: [Cl:28][C:27]1[CH:26]=[CH:25][CH:24]=[C:23]([Cl:29])[C:22]=1[O:21][CH2:20][C:17]1[CH:16]=[CH:15][C:14]([CH:10]2[O:11][CH2:12][CH2:13][NH:8][CH2:9]2)=[CH:19][CH:18]=1. The catalyst class is: 26. (6) Product: [I:11][C:10]1[CH:9]=[CH:8][CH:7]=[C:3]2[C:2]=1[NH:1][C:14](=[S:15])[N:13]([CH3:12])[C:4]2=[O:5]. The catalyst class is: 14. Reactant: [NH2:1][C:2]1[C:10]([I:11])=[CH:9][CH:8]=[CH:7][C:3]=1[C:4](O)=[O:5].[CH3:12][N:13]=[C:14]=[S:15]. (7) Reactant: [CH3:1][CH:2]([C:4]1[N:8]([CH2:9][CH2:10][C@@H:11]([OH:19])[CH2:12][C@@H:13]([OH:18])[CH2:14][C:15]([O-:17])=[O:16])[C:7]([C:20]2[CH:21]=[CH:22][C:23]([F:26])=[CH:24][CH:25]=2)=[C:6]([C:27]2[CH:28]=[CH:29][CH:30]=[CH:31][CH:32]=2)[C:5]=1[C:33]([NH:35][C:36]1[CH:37]=[CH:38][CH:39]=[CH:40][CH:41]=1)=[O:34])[CH3:3].[CH3:3][CH:2]([C:4]1[N:8]([CH2:9][CH2:10][C@@H:11]([OH:19])[CH2:12][C@@H:13]([OH:18])[CH2:14][C:15]([O-:17])=[O:16])[C:7]([C:20]2[CH:25]=[CH:24][C:23]([F:26])=[CH:22][CH:21]=2)=[C:6]([C:27]2[CH:32]=[CH:31][CH:30]=[CH:29][CH:28]=2)[C:5]=1[C:33]([NH:35][C:36]1[CH:41]=[CH:40][CH:39]=[CH:38][CH:37]=1)=[O:34])[CH3:1].[Ca+2]. Product: [CH3:3][CH:2]([C:4]1[N:8]([CH2:9][CH2:10][C@@H:11]([OH:19])[CH2:12][C@@H:13]([OH:18])[CH2:14][C:15]([OH:17])=[O:16])[C:7]([C:20]2[CH:25]=[CH:24][C:23]([F:26])=[CH:22][CH:21]=2)=[C:6]([C:27]2[CH:32]=[CH:31][CH:30]=[CH:29][CH:28]=2)[C:5]=1[C:33]([NH:35][C:36]1[CH:41]=[CH:40][CH:39]=[CH:38][CH:37]=1)=[O:34])[CH3:1]. The catalyst class is: 252. (8) Reactant: CO[C:3]([C@H:5]1[C@@H:10]([NH:11][CH2:12][C:13]2[CH:18]=[CH:17][C:16]([F:19])=[CH:15][CH:14]=2)[CH:9]2[CH2:20][CH2:21][CH:6]1[CH2:7][CH2:8]2)=[O:4].[CH3:22][S:23]([NH:26][C:27]1[CH:42]=[CH:41][C:30]2[NH:31][C:32]([CH2:37][C:38](O)=[O:39])=[N:33][S:34](=[O:36])(=[O:35])[C:29]=2[CH:28]=1)(=[O:25])=[O:24].CN1CCOCC1.Cl.CN(C)CCCN=C=NCC.[O-]CC.[Na+]. Product: [F:19][C:16]1[CH:17]=[CH:18][C:13]([CH2:12][N:11]2[C:38](=[O:39])[C:37]([C:32]3[NH:31][C:30]4[CH:41]=[CH:42][C:27]([NH:26][S:23]([CH3:22])(=[O:25])=[O:24])=[CH:28][C:29]=4[S:34](=[O:36])(=[O:35])[N:33]=3)=[C:3]([OH:4])[C@H:5]3[C@@H:10]2[CH:9]2[CH2:8][CH2:7][CH:6]3[CH2:21][CH2:20]2)=[CH:14][CH:15]=1. The catalyst class is: 737. (9) Reactant: C[C:2]1[CH:7]=[C:6](C)[CH:5]=[C:4](C)[C:3]=1[CH2:10][OH:11].[H-].[Na+].I[CH2:15][C:16]([O-:18])=[O:17].[Na+]. Product: [CH2:10]([O:11][CH2:15][C:16]([OH:18])=[O:17])[C:3]1[CH:2]=[CH:7][CH:6]=[CH:5][CH:4]=1. The catalyst class is: 1.